This data is from Catalyst prediction with 721,799 reactions and 888 catalyst types from USPTO. The task is: Predict which catalyst facilitates the given reaction. Reactant: COC(=O)N.[CH3:6][O:7][C:8](=[O:37])[NH:9][CH:10]([C:14]([N:16]1[CH2:20][CH2:19][CH2:18][CH:17]1[C:21](=[O:36])[NH:22][C:23]1[CH:28]=[CH:27][C:26]([C:29]2[CH:34]=[CH:33][C:32](Br)=[CH:31][CH:30]=2)=[CH:25][CH:24]=1)=[O:15])[CH:11]([CH3:13])[CH3:12].[B:38]1([B:38]2[O:42][C:41]([CH3:44])([CH3:43])[C:40]([CH3:46])([CH3:45])[O:39]2)[O:42][C:41]([CH3:44])([CH3:43])[C:40]([CH3:46])([CH3:45])[O:39]1.C([O-])(=O)C.[K+]. Product: [CH3:6][O:7][C:8](=[O:37])[NH:9][CH:10]([C:14]([N:16]1[CH2:20][CH2:19][CH2:18][CH:17]1[C:21](=[O:36])[NH:22][C:23]1[CH:28]=[CH:27][C:26]([C:29]2[CH:34]=[CH:33][C:32]([B:38]3[O:42][C:41]([CH3:44])([CH3:43])[C:40]([CH3:46])([CH3:45])[O:39]3)=[CH:31][CH:30]=2)=[CH:25][CH:24]=1)=[O:15])[CH:11]([CH3:13])[CH3:12]. The catalyst class is: 439.